Dataset: Forward reaction prediction with 1.9M reactions from USPTO patents (1976-2016). Task: Predict the product of the given reaction. (1) Given the reactants [NH:1]1[CH:5]=[C:4]([C:6]2[CH:11]=[C:10]([C:12]#[N:13])[CH:9]=[CH:8][N:7]=2)[N:3]=[CH:2]1.Br[CH2:15][C:16]1[C:25]2[C:20](=[CH:21][CH:22]=[CH:23][CH:24]=2)[CH:19]=[CH:18][CH:17]=1, predict the reaction product. The product is: [C:16]1([CH2:15][N:1]2[CH:5]=[C:4]([C:6]3[CH:11]=[C:10]([C:12]#[N:13])[CH:9]=[CH:8][N:7]=3)[N:3]=[CH:2]2)[C:25]2[C:20](=[CH:21][CH:22]=[CH:23][CH:24]=2)[CH:19]=[CH:18][CH:17]=1. (2) Given the reactants [F:1][C:2]1[CH:27]=[CH:26][C:5]2[C:6](=[O:25])[N:7]=[C:8]([C:10]3[CH:15]=[C:14]([CH2:16][CH2:17][C:18]([O:20]C(C)(C)C)=[O:19])[CH:13]=[CH:12][N:11]=3)[S:9][C:4]=2[CH:3]=1, predict the reaction product. The product is: [F:1][C:2]1[CH:27]=[CH:26][C:5]2[C:6](=[O:25])[N:7]=[C:8]([C:10]3[CH:15]=[C:14]([CH2:16][CH2:17][C:18]([OH:20])=[O:19])[CH:13]=[CH:12][N:11]=3)[S:9][C:4]=2[CH:3]=1. (3) Given the reactants C([O:4][C@H:5]1[CH2:10][CH2:9][CH2:8][C@H:7]([NH:11][C:12]2[C:17]([C:18]3[CH:19]=[N:20][N:21]([CH3:23])[CH:22]=3)=[CH:16][N:15]=[C:14]([C:24]3[CH:29]=[CH:28][CH:27]=[C:26]([C:30]4[CH:31]=[N:32][N:33]([CH3:35])[CH:34]=4)[CH:25]=3)[N:13]=2)[C@@H:6]1[O:36][CH2:37][O:38][CH3:39])(=O)C.[OH-].[Na+], predict the reaction product. The product is: [CH3:39][O:38][CH2:37][O:36][C@H:6]1[C@@H:7]([NH:11][C:12]2[C:17]([C:18]3[CH:19]=[N:20][N:21]([CH3:23])[CH:22]=3)=[CH:16][N:15]=[C:14]([C:24]3[CH:29]=[CH:28][CH:27]=[C:26]([C:30]4[CH:31]=[N:32][N:33]([CH3:35])[CH:34]=4)[CH:25]=3)[N:13]=2)[CH2:8][CH2:9][CH2:10][C@@H:5]1[OH:4]. (4) Given the reactants COC1C=CC2[N:9]([OH:15])[C:10]([CH:12](O)[O:13][C:5]=2C=1)=[O:11].[C:16]1([OH:22])[CH:21]=[CH:20][CH:19]=[CH:18][CH:17]=1.[CH2:23]([O:25]CC)C, predict the reaction product. The product is: [OH:15][N:9]1[C:10](=[O:11])[CH:12]([O:13][CH3:5])[C:17]2[CH:18]=[CH:19][C:20]([O:25][CH3:23])=[CH:21][C:16]=2[O:22]1. (5) Given the reactants [Br:1][C:2]1[N:6]=[C:5]([C@H:7]2[C@H:11]([C:12]3[S:13][CH:14]=[CH:15][N:16]=3)[NH:10][C@:9]([CH2:24][CH:25]([CH3:27])[CH3:26])([C:17]([O:19]C(C)(C)C)=[O:18])[CH2:8]2)[S:4][N:3]=1.[C:28]([C:32]1[CH:40]=[CH:39][C:35]([C:36](Cl)=[O:37])=[CH:34][CH:33]=1)([CH3:31])([CH3:30])[CH3:29], predict the reaction product. The product is: [C:28]([C:32]1[CH:33]=[CH:34][C:35]([C:36]([N:10]2[C@@H:11]([C:12]3[S:13][CH:14]=[CH:15][N:16]=3)[C@H:7]([C:5]3[S:4][N:3]=[C:2]([Br:1])[N:6]=3)[CH2:8][C@@:9]2([CH2:24][CH:25]([CH3:27])[CH3:26])[C:17]([OH:19])=[O:18])=[O:37])=[CH:39][CH:40]=1)([CH3:31])([CH3:29])[CH3:30]. (6) Given the reactants [Cl:1][C:2]1[N:7]=[CH:6][C:5]([O:8][CH2:9][CH:10]2[CH2:15][CH2:14][N:13](C(OC(C)(C)C)=O)[CH2:12][CH2:11]2)=[CH:4][CH:3]=1.Cl, predict the reaction product. The product is: [ClH:1].[Cl:1][C:2]1[CH:3]=[CH:4][C:5]([O:8][CH2:9][CH:10]2[CH2:15][CH2:14][NH:13][CH2:12][CH2:11]2)=[CH:6][N:7]=1. (7) Given the reactants C(O[C:6]([NH:8][C@@H:9]([CH2:27][C:28]1[CH:33]=[CH:32][CH:31]=[CH:30][CH:29]=1)[C@H:10]([OH:26])[CH2:11][NH:12][CH2:13][C:14]1[CH:15]=[C:16]([CH:21]=[C:22]([O:24][CH3:25])[CH:23]=1)[C:17]([O:19][CH3:20])=[O:18])=[O:7])(C)(C)C.C(O)(C(F)(F)F)=O.[CH3:41][N:42]([CH2:54][C:55]1[S:56][CH:57]=[C:58]([CH3:60])[N:59]=1)[C:43]([C:45]1[CH:46]=[C:47]([CH:51]=[CH:52][CH:53]=1)C(O)=O)=[O:44].C(Cl)CCl.C1C=CC2N(O)N=NC=2C=1, predict the reaction product. The product is: [OH:26][C@@H:10]([C@@H:9]([NH:8][C:6](=[O:7])[C:52]1[CH:51]=[CH:47][CH:46]=[C:45]([C:43](=[O:44])[N:42]([CH3:41])[CH2:54][C:55]2[S:56][CH:57]=[C:58]([CH3:60])[N:59]=2)[CH:53]=1)[CH2:27][C:28]1[CH:33]=[CH:32][CH:31]=[CH:30][CH:29]=1)[CH2:11][NH:12][CH2:13][C:14]1[CH:15]=[C:16]([CH:21]=[C:22]([O:24][CH3:25])[CH:23]=1)[C:17]([O:19][CH3:20])=[O:18].